This data is from Catalyst prediction with 721,799 reactions and 888 catalyst types from USPTO. The task is: Predict which catalyst facilitates the given reaction. Reactant: [F:1][C:2]([F:31])([F:30])[C:3]1[CH:4]=[C:5]([NH:13][C:14]([N:16]2[CH2:21][CH2:20][N:19]([C:22]3[CH:27]=[CH:26][CH:25]=[CH:24][C:23]=3[CH2:28][NH2:29])[CH2:18][CH2:17]2)=[O:15])[CH:6]=[C:7]([C:9]([F:12])([F:11])[F:10])[CH:8]=1.C(N(CC)CC)C.[Cl:39][C:40]1[C:41]([F:49])=[N:42][C:43]([F:48])=[C:44]([F:47])[C:45]=1F. Product: [F:12][C:9]([F:10])([F:11])[C:7]1[CH:6]=[C:5]([NH:13][C:14]([N:16]2[CH2:17][CH2:18][N:19]([C:22]3[CH:27]=[CH:26][CH:25]=[CH:24][C:23]=3[CH2:28][NH:29][C:45]3[C:44]([F:47])=[C:43]([F:48])[N:42]=[C:41]([F:49])[C:40]=3[Cl:39])[CH2:20][CH2:21]2)=[O:15])[CH:4]=[C:3]([C:2]([F:1])([F:30])[F:31])[CH:8]=1. The catalyst class is: 382.